Dataset: Forward reaction prediction with 1.9M reactions from USPTO patents (1976-2016). Task: Predict the product of the given reaction. (1) Given the reactants [Cl:1][C:2]1[CH:25]=[CH:24][C:5]([C:6]([NH:8][CH2:9][C:10]2[C:19]3[C:14](=[CH:15][C:16]([O:22][CH3:23])=[C:17]([O:20][CH3:21])[CH:18]=3)[N:13]=[CH:12][CH:11]=2)=[O:7])=[C:4]([CH:26]=[CH2:27])[CH:3]=1.C([O-])(=O)C.[Na+].O, predict the reaction product. The product is: [Cl:1][C:2]1[CH:3]=[C:4]2[C:5](=[CH:24][CH:25]=1)[C:6](=[O:7])[N:8]([CH2:9][C:10]1[C:19]3[C:14](=[CH:15][C:16]([O:22][CH3:23])=[C:17]([O:20][CH3:21])[CH:18]=3)[N:13]=[CH:12][CH:11]=1)[CH:27]=[CH:26]2. (2) The product is: [CH:1]([C:4]1[CH:5]=[CH:6][C:7]([S:10]([NH:13][C:14]2[CH:22]=[CH:21][CH:20]=[C:19]3[C:15]=2[CH2:16][CH:17]([CH2:23][NH:24][CH2:27][CH:26]=[CH2:25])[CH2:18]3)(=[O:12])=[O:11])=[CH:8][CH:9]=1)([CH3:3])[CH3:2]. Given the reactants [CH:1]([C:4]1[CH:9]=[CH:8][C:7]([S:10]([NH:13][C:14]2[CH:22]=[CH:21][CH:20]=[C:19]3[C:15]=2[CH2:16][CH:17]([CH2:23][NH2:24])[CH2:18]3)(=[O:12])=[O:11])=[CH:6][CH:5]=1)([CH3:3])[CH3:2].[CH2:25](Br)[CH:26]=[CH2:27].C(N(CC)CC)C, predict the reaction product. (3) Given the reactants [CH2:1]([NH:13][C:14](=[O:24])[CH2:15][CH2:16][N:17]1[CH2:22][CH2:21][N:20]([CH3:23])[CH2:19][CH2:18]1)[CH2:2][CH2:3][CH2:4][CH2:5][CH2:6][CH2:7][CH2:8][CH2:9][CH2:10][CH2:11][CH3:12].[Br:25][CH2:26][CH2:27][CH2:28][CH2:29][CH2:30][CH3:31].C(O)(C)C.C(Cl)(Cl)Cl.CO, predict the reaction product. The product is: [Br-:25].[CH2:1]([NH:13][C:14](=[O:24])[CH2:15][CH2:16][N:17]1[CH2:22][CH2:21][N+:20]([CH2:26][CH2:27][CH2:28][CH2:29][CH2:30][CH3:31])([CH3:23])[CH2:19][CH2:18]1)[CH2:2][CH2:3][CH2:4][CH2:5][CH2:6][CH2:7][CH2:8][CH2:9][CH2:10][CH2:11][CH3:12]. (4) Given the reactants [N:1]1([C:7]([N:9]2[CH2:14][CH:13]([C:15]3[CH:20]=[CH:19][C:18]([O:21][C:22]([F:25])([F:24])[F:23])=[CH:17][CH:16]=3)[CH2:12][CH:11]([C:26]([OH:28])=O)[CH2:10]2)=[O:8])[CH2:6][CH2:5][S:4][CH2:3][CH2:2]1.O[N:30]=[C:31]([NH2:35])[CH2:32][CH2:33][OH:34], predict the reaction product. The product is: [OH:34][CH2:33][CH2:32][C:31]1[N:35]=[C:26]([CH:11]2[CH2:12][CH:13]([C:15]3[CH:16]=[CH:17][C:18]([O:21][C:22]([F:23])([F:24])[F:25])=[CH:19][CH:20]=3)[CH2:14][N:9]([C:7]([N:1]3[CH2:6][CH2:5][S:4][CH2:3][CH2:2]3)=[O:8])[CH2:10]2)[O:28][N:30]=1. (5) Given the reactants [CH2:1]([N:8]1[CH2:13][CH:12]2[CH2:14][CH:10]([NH:11]2)[CH2:9]1)[C:2]1[CH:7]=[CH:6][CH:5]=[CH:4][CH:3]=1.C(N(CC)CC)C.[F:22][C:23]([F:34])([F:33])[C:24](O[C:24](=[O:25])[C:23]([F:34])([F:33])[F:22])=[O:25], predict the reaction product. The product is: [CH2:1]([N:8]1[CH2:9][CH:10]2[CH2:14][CH:12]([N:11]2[C:24]([C:23]([F:34])([F:33])[F:22])=[O:25])[CH2:13]1)[C:2]1[CH:7]=[CH:6][CH:5]=[CH:4][CH:3]=1. (6) Given the reactants [C:1]1([C:7]2[N:12]=[CH:11][C:10]([C:13]3[N:17](C4CCCCO4)[N:16]=[CH:15][CH:14]=3)=[CH:9][N:8]=2)[CH:6]=[CH:5][CH:4]=[CH:3][CH:2]=1.[ClH:24].CC(OC)(C)C, predict the reaction product. The product is: [ClH:24].[C:1]1([C:7]2[N:8]=[CH:9][C:10]([C:13]3[CH:14]=[CH:15][NH:16][N:17]=3)=[CH:11][N:12]=2)[CH:2]=[CH:3][CH:4]=[CH:5][CH:6]=1. (7) The product is: [OH:16][C:15]1[C:14]2[C:9](=[CH:10][C:11]([O:17][C:18]3[CH:23]=[CH:22][CH:21]=[CH:20][CH:19]=3)=[CH:12][CH:13]=2)[O:8][C:7](=[O:24])[C:6]=1[C:4]([NH:25][CH2:26][C:27]([OH:29])=[O:28])=[O:5]. Given the reactants C(O[C:4]([C:6]1[C:7](=[O:24])[O:8][C:9]2[C:14]([C:15]=1[OH:16])=[CH:13][CH:12]=[C:11]([O:17][C:18]1[CH:23]=[CH:22][CH:21]=[CH:20][CH:19]=1)[CH:10]=2)=[O:5])C.[NH2:25][CH2:26][C:27]([O-:29])=[O:28].[Na+], predict the reaction product. (8) The product is: [Br:1][C:2]1[C:7]2[O:8][C:9]([S:11][CH3:12])=[N:10][C:6]=2[CH:5]=[CH:4][N:3]=1. Given the reactants [Br:1][C:2]1[C:7]2[O:8][C:9]([SH:11])=[N:10][C:6]=2[CH:5]=[CH:4][N:3]=1.[C:12]([O-])([O-])=O.[K+].[K+].CI, predict the reaction product. (9) Given the reactants [CH:1]([N:4]1[C:9](=[O:10])[CH:8]=[CH:7][C:6]([C:11]2[CH:12]=[C:13](C(O)=O)[C:14](=[O:23])[NH:15][C:16]=2[C:17]2[CH:22]=[CH:21][CH:20]=[CH:19][CH:18]=2)=[N:5]1)([CH3:3])[CH3:2].O.C(Cl)(Cl)Cl, predict the reaction product. The product is: [CH:1]([N:4]1[C:9](=[O:10])[CH:8]=[CH:7][C:6]([C:11]2[CH:12]=[CH:13][C:14](=[O:23])[NH:15][C:16]=2[C:17]2[CH:18]=[CH:19][CH:20]=[CH:21][CH:22]=2)=[N:5]1)([CH3:3])[CH3:2]. (10) Given the reactants C(OC([N:8]1[CH2:13][CH2:12][N:11]([CH:14]([C:16]2[CH:21]=[CH:20][C:19]([O:22][CH3:23])=[C:18]([CH3:24])[C:17]=2[CH3:25])[CH3:15])[CH2:10][CH2:9]1)=O)(C)(C)C.FC(F)(F)C(O)=O, predict the reaction product. The product is: [CH3:23][O:22][C:19]1[CH:20]=[CH:21][C:16]([CH:14]([N:11]2[CH2:10][CH2:9][NH:8][CH2:13][CH2:12]2)[CH3:15])=[C:17]([CH3:25])[C:18]=1[CH3:24].